Dataset: Forward reaction prediction with 1.9M reactions from USPTO patents (1976-2016). Task: Predict the product of the given reaction. (1) Given the reactants [F:1][C:2]1[C:35]([NH:36][S:37]([CH2:40][CH2:41][CH3:42])(=[O:39])=[O:38])=[CH:34][CH:33]=[C:32]([F:43])[C:3]=1[C:4]([NH:6][C:7]1[CH:8]=[C:9]2[N:15]=[C:14]([CH:16]3[CH2:21][CH2:20][N:19](C(OCC4C=CC=CC=4)=O)[CH2:18][CH2:17]3)[NH:13][C:10]2=[N:11][CH:12]=1)=[O:5].[H][H], predict the reaction product. The product is: [F:1][C:2]1[C:35]([NH:36][S:37]([CH2:40][CH2:41][CH3:42])(=[O:39])=[O:38])=[CH:34][CH:33]=[C:32]([F:43])[C:3]=1[C:4]([NH:6][C:7]1[CH:8]=[C:9]2[N:15]=[C:14]([CH:16]3[CH2:21][CH2:20][NH:19][CH2:18][CH2:17]3)[NH:13][C:10]2=[N:11][CH:12]=1)=[O:5]. (2) The product is: [CH2:1]([C:8]1[CH:17]=[C:16]2[C:11]([C:12]([OH:35])=[C:13]([C:30]([NH:36][CH2:37][CH2:38][N:39]3[CH2:43][CH2:42][CH2:41][CH2:40]3)=[O:31])[C:14](=[O:29])[N:15]2[CH2:18][C:19]2[CH:20]=[CH:21][C:22]([S:25]([CH3:28])(=[O:27])=[O:26])=[CH:23][CH:24]=2)=[N:10][CH:9]=1)[C:2]1[CH:7]=[CH:6][CH:5]=[CH:4][CH:3]=1. Given the reactants [CH2:1]([C:8]1[CH:17]=[C:16]2[C:11]([C:12]([OH:35])=[C:13]([C:30](OCC)=[O:31])[C:14](=[O:29])[N:15]2[CH2:18][C:19]2[CH:24]=[CH:23][C:22]([S:25]([CH3:28])(=[O:27])=[O:26])=[CH:21][CH:20]=2)=[N:10][CH:9]=1)[C:2]1[CH:7]=[CH:6][CH:5]=[CH:4][CH:3]=1.[NH2:36][CH2:37][CH2:38][N:39]1[CH2:43][CH2:42][CH2:41][CH2:40]1, predict the reaction product. (3) Given the reactants [N:1]([C:4]1[CH:5]=[CH:6][C:7]([CH3:30])=[C:8]([C:10]([C:12]2[CH:17]=[CH:16][C:15]([NH:18][C:19]3[CH:24]=[CH:23][C:22]([C:25](F)(F)F)=[CH:21][CH:20]=3)=[CH:14][C:13]=2[Cl:29])=[O:11])[CH:9]=1)=[N+:2]=[N-:3].NC1C=CC(C)=C(C(C2C=CC(NC3C=CC([Cl:53])=CC=3C)=CC=2Cl)=O)C=1, predict the reaction product. The product is: [N:1]([C:4]1[CH:5]=[CH:6][C:7]([CH3:30])=[C:8]([C:10]([C:12]2[CH:17]=[CH:16][C:15]([NH:18][C:19]3[CH:20]=[CH:21][C:22]([Cl:53])=[CH:25][C:24]=3[CH3:23])=[CH:14][C:13]=2[Cl:29])=[O:11])[CH:9]=1)=[N+:2]=[N-:3].